Predict the product of the given reaction. From a dataset of Forward reaction prediction with 1.9M reactions from USPTO patents (1976-2016). (1) Given the reactants [CH3:1][S:2][C:3]1[CH:4]=[C:5]([CH:7]=[CH:8][CH:9]=1)[NH2:6].[F:10][C:11]([F:21])([F:20])[C:12]1[CH:13]=[C:14]([CH:17]=[CH:18][CH:19]=1)[CH:15]=O.O=[C:23]([CH2:27][CH3:28])[C:24]([OH:26])=[O:25], predict the reaction product. The product is: [CH3:28][C:27]1[C:15]([C:14]2[CH:17]=[CH:18][CH:19]=[C:12]([C:11]([F:21])([F:20])[F:10])[CH:13]=2)=[N:6][C:5]2[C:7]([C:23]=1[C:24]([OH:26])=[O:25])=[CH:8][CH:9]=[C:3]([S:2][CH3:1])[CH:4]=2. (2) Given the reactants [CH3:1][O:2][CH2:3][C:4]1[CH:5]=[C:6]([CH:11]=[C:12]([C:14]2[CH:19]=[CH:18][C:17]([CH3:20])=[CH:16][N:15]=2)[CH:13]=1)[C:7]([O:9]C)=[O:8].[OH-].[Li+].OS(O)(=O)=O, predict the reaction product. The product is: [CH3:1][O:2][CH2:3][C:4]1[CH:5]=[C:6]([CH:11]=[C:12]([C:14]2[CH:19]=[CH:18][C:17]([CH3:20])=[CH:16][N:15]=2)[CH:13]=1)[C:7]([OH:9])=[O:8]. (3) The product is: [C:9]([O:8][C:7]([NH:6][CH2:5][CH:3]1[CH2:4][N:1]([C:24]([O:26][CH:27]2[CH:28]3[CH2:36][CH:32]4[CH2:31][CH:30]([CH2:35][CH:34]2[CH2:33]4)[CH2:29]3)=[O:25])[CH2:2]1)=[O:13])([CH3:10])([CH3:12])[CH3:11]. Given the reactants [NH:1]1[CH2:4][CH:3]([CH2:5][NH:6][C:7](=[O:13])[O:8][C:9]([CH3:12])([CH3:11])[CH3:10])[CH2:2]1.CCN(C(C)C)C(C)C.Cl[C:24]([O:26][CH:27]1[CH:34]2[CH2:35][CH:30]3[CH2:31][CH:32]([CH2:36][CH:28]1[CH2:29]3)[CH2:33]2)=[O:25].C(Cl)Cl.Cl, predict the reaction product. (4) Given the reactants Cl[C:2]1[N:7]=[C:6]([C:8]2[N:12]3[CH:13]=[CH:14][CH:15]=[CH:16][C:11]3=[N:10][C:9]=2[C:17]2[CH:18]=[CH:19][C:20]([O:34][CH:35]([CH3:37])[CH3:36])=[C:21]([CH:33]=2)[C:22]([NH:24][C:25]2[C:30]([F:31])=[CH:29][CH:28]=[CH:27][C:26]=2[F:32])=[O:23])[CH:5]=[CH:4][N:3]=1.[CH3:38][C:39]1[C:40]([N:48]2[CH2:53][CH2:52][CH:51]([CH2:54][CH2:55][S:56]([CH3:59])(=[O:58])=[O:57])[CH2:50][CH2:49]2)=[CH:41][C:42]([O:46][CH3:47])=[C:43]([CH:45]=1)[NH2:44].Cl.C1(O)C=CC=CC=1.N1C=CN=C1.[Si](Cl)(C(C)(C)C)(C)C, predict the reaction product. The product is: [F:32][C:26]1[CH:27]=[CH:28][CH:29]=[C:30]([F:31])[C:25]=1[NH:24][C:22](=[O:23])[C:21]1[CH:33]=[C:17]([C:9]2[N:10]=[C:11]3[CH:16]=[CH:15][CH:14]=[CH:13][N:12]3[C:8]=2[C:6]2[CH:5]=[CH:4][N:3]=[C:2]([NH:44][C:43]3[CH:45]=[C:39]([CH3:38])[C:40]([N:48]4[CH2:53][CH2:52][CH:51]([CH2:54][CH2:55][S:56]([CH3:59])(=[O:58])=[O:57])[CH2:50][CH2:49]4)=[CH:41][C:42]=3[O:46][CH3:47])[N:7]=2)[CH:18]=[CH:19][C:20]=1[O:34][CH:35]([CH3:37])[CH3:36].